Task: Predict the reaction yield, written as a fraction of the theoretical maximum amount of product (1.0 means a 100% yield; for example, 0.34 means a 34% yield).. Dataset: Reaction yield outcomes from USPTO patents with 853,638 reactions (1) The reactants are [C:1](=[S:3])=S.[NH2:4][C:5]1[CH:6]=[C:7]([CH:11]=[CH:12][C:13]=1[CH3:14])[C:8]([OH:10])=[O:9].C(N(CC)CC)C.II.Cl.S([O-])([O-])=O.[Na+].[Na+]. The catalyst is C(OCC)(=O)C.O1CCCC1.O. The product is [N:4]([C:5]1[CH:6]=[C:7]([CH:11]=[CH:12][C:13]=1[CH3:14])[C:8]([OH:10])=[O:9])=[C:1]=[S:3]. The yield is 0.910. (2) The reactants are ClC(Cl)(O[C:5](=[O:11])OC(Cl)(Cl)Cl)Cl.[CH3:13][N:14]1[CH:19]2[CH2:20][CH2:21][CH:15]1[CH2:16][CH:17]([O:22][C:23]1[N:28]=[C:27]([N:29]3[CH2:34][CH2:33][O:32][CH2:31][CH2:30]3)[N:26]=[C:25]([C:35]3[CH:40]=[CH:39][C:38]([NH2:41])=[CH:37][CH:36]=3)[N:24]=1)[CH2:18]2.[NH2:42][C:43]1[CH:48]=[CH:47][N:46]=[CH:45][CH:44]=1.CCN(CC)CC. The catalyst is C(Cl)Cl. The product is [CH3:13][N:14]1[CH:15]2[CH2:21][CH2:20][CH:19]1[CH2:18][CH:17]([O:22][C:23]1[N:28]=[C:27]([N:29]3[CH2:30][CH2:31][O:32][CH2:33][CH2:34]3)[N:26]=[C:25]([C:35]3[CH:36]=[CH:37][C:38]([NH:41][C:5]([NH:42][C:43]4[CH:48]=[CH:47][N:46]=[CH:45][CH:44]=4)=[O:11])=[CH:39][CH:40]=3)[N:24]=1)[CH2:16]2. The yield is 0.220.